Dataset: Forward reaction prediction with 1.9M reactions from USPTO patents (1976-2016). Task: Predict the product of the given reaction. (1) Given the reactants [C:1]1([NH2:8])[C:2]([NH2:7])=[CH:3][CH:4]=[CH:5][CH:6]=1.C(N(CC)CC)C.[CH3:16][C:17]([O:20][C:21](O[C:21]([O:20][C:17]([CH3:19])([CH3:18])[CH3:16])=[O:22])=[O:22])([CH3:19])[CH3:18], predict the reaction product. The product is: [NH2:7][C:2]1[CH:3]=[CH:4][CH:5]=[CH:6][C:1]=1[NH:8][C:21](=[O:22])[O:20][C:17]([CH3:19])([CH3:18])[CH3:16]. (2) Given the reactants [CH2:1]([N:3]1[CH2:8][CH2:7][N:6]([C:9]2[N:14]=[CH:13][N:12]=[C:11]([NH2:15])[CH:10]=2)[CH2:5][CH2:4]1)[CH3:2].[C:16](O[C:16]([O:18][C:19]([CH3:22])([CH3:21])[CH3:20])=[O:17])([O:18][C:19]([CH3:22])([CH3:21])[CH3:20])=[O:17].CCN(CC)CC, predict the reaction product. The product is: [C:19]([O:18][C:16](=[O:17])[NH:15][C:11]1[CH:10]=[C:9]([N:6]2[CH2:7][CH2:8][N:3]([CH2:1][CH3:2])[CH2:4][CH2:5]2)[N:14]=[CH:13][N:12]=1)([CH3:22])([CH3:21])[CH3:20].